Dataset: Reaction yield outcomes from USPTO patents with 853,638 reactions. Task: Predict the reaction yield, written as a fraction of the theoretical maximum amount of product (1.0 means a 100% yield; for example, 0.34 means a 34% yield). (1) The reactants are S(O)(O)(=O)=O.[CH3:6][S:7][C:8](=[NH:10])[NH2:9].[Br:11][C:12]1[CH:13]=[CH:14][C:15]([O:30][CH3:31])=[C:16]([CH2:18][CH2:19][C:20]2[C:28]([F:29])=[CH:27][CH:26]=[CH:25][C:21]=2[C:22](Cl)=[O:23])[CH:17]=1. The catalyst is [OH-].[Na+].C(OCC)C.O. The product is [Br:11][C:12]1[CH:13]=[CH:14][C:15]([O:30][CH3:31])=[C:16]([CH2:18][CH2:19][C:20]2[C:28]([F:29])=[CH:27][CH:26]=[CH:25][C:21]=2[C:22]([NH:10][C:8](=[NH:9])[S:7][CH3:6])=[O:23])[CH:17]=1. The yield is 1.00. (2) The reactants are [Br:1][CH2:2][CH2:3][C:4]1[CH:12]=[CH:11][C:7]([C:8]([OH:10])=[O:9])=[CH:6][CH:5]=1.S(Cl)(Cl)=O.[CH3:17]O. No catalyst specified. The product is [CH3:17][O:9][C:8](=[O:10])[C:7]1[CH:11]=[CH:12][C:4]([CH2:3][CH2:2][Br:1])=[CH:5][CH:6]=1. The yield is 0.980. (3) The reactants are [CH3:1][C:2]1[CH:3]=[CH:4][C:5]([N+:12]([O-])=O)=[C:6]([CH:11]=1)[C:7]([O:9][CH3:10])=[O:8].[NH4+].[Cl-].C(OCC)(=O)C.CCCCCC.C([O-])(O)=O.[Na+]. The catalyst is CO.O.[Zn]. The product is [NH2:12][C:5]1[CH:4]=[CH:3][C:2]([CH3:1])=[CH:11][C:6]=1[C:7]([O:9][CH3:10])=[O:8]. The yield is 0.600. (4) The reactants are [NH2:1][C@@H:2]([CH2:8][C:9]1[CH:14]=[CH:13][CH:12]=[CH:11][CH:10]=1)[C@H:3]([OH:7])[C:4]([OH:6])=[O:5].CCN(CC)CC.Cl[C:23]([C:25]1[C:26]([CH3:35])=[C:27]([O:31][C:32](=[O:34])[CH3:33])[CH:28]=[CH:29][CH:30]=1)=[O:24].Cl.[Na+].[Cl-]. The catalyst is C1COCC1.O. The product is [C:32]([O:31][C:27]1[C:26]([CH3:35])=[C:25]([CH:30]=[CH:29][CH:28]=1)[C:23]([NH:1][C@@H:2]([CH2:8][C:9]1[CH:14]=[CH:13][CH:12]=[CH:11][CH:10]=1)[C@H:3]([OH:7])[C:4]([OH:6])=[O:5])=[O:24])(=[O:34])[CH3:33]. The yield is 0.920. (5) The reactants are [CH3:1][C:2]([CH3:8])([CH2:6][OH:7])[C:3]([OH:5])=[O:4].[C:9](Cl)(=[O:11])[CH3:10].Cl. The product is [CH3:1][C:2]([CH3:8])([CH2:6][O:7][C:9](=[O:11])[CH3:10])[C:3]([OH:5])=[O:4]. The yield is 0.950. The catalyst is N1C=CC=CC=1. (6) The product is [CH:8]1([CH:3]2[CH2:4][CH2:5][CH2:6][CH2:7][N:2]2[OH:1])[CH2:13][CH2:12][CH2:11][CH2:10][CH2:9]1. The catalyst is ClCCl.O=[Mn]=O. The reactants are [OH:1][N:2]1[CH2:7][CH2:6][CH2:5][CH2:4][CH2:3]1.[CH:8]1([Mg]Cl)[CH2:13][CH2:12][CH2:11][CH2:10][CH2:9]1.[Cl-].[NH4+]. The yield is 0.270. (7) The reactants are [CH3:1][O:2][C:3]1[CH:8]=[CH:7][C:6]([S:9]([N:12]2[CH2:18][C:17]3[CH:19]=[CH:20][C:21]([C:23]([O:25]C(C)C)=O)=[N:22][C:16]=3[O:15][CH2:14][CH2:13]2)(=[O:11])=[O:10])=[CH:5][CH:4]=1.[NH2:29][OH:30].[OH-].[Na+].Cl. The catalyst is C1COCC1.CO. The product is [OH:30][NH:29][C:23]([C:21]1[CH:20]=[CH:19][C:17]2[CH2:18][N:12]([S:9]([C:6]3[CH:7]=[CH:8][C:3]([O:2][CH3:1])=[CH:4][CH:5]=3)(=[O:10])=[O:11])[CH2:13][CH2:14][O:15][C:16]=2[N:22]=1)=[O:25]. The yield is 0.190. (8) The reactants are [NH2:1][C:2]1[N:7]=[CH:6][N:5]=[C:4]2[N:8]([CH2:26][C@H:27]3[CH2:31][CH2:30][CH2:29][N:28]3[C:32](=[O:36])[CH2:33][C:34]#[N:35])[N:9]=[C:10]([C:11]3[CH:16]=[CH:15][C:14]([O:17][C:18]4[C:23]([F:24])=[CH:22][CH:21]=[CH:20][C:19]=4[F:25])=[CH:13][CH:12]=3)[C:3]=12.N1[CH2:42][CH2:41][CH2:40][CH2:39]C1. The catalyst is CO.C1(C=O)CC1. The product is [NH2:1][C:2]1[N:7]=[CH:6][N:5]=[C:4]2[N:8]([CH2:26][C@H:27]3[CH2:31][CH2:30][CH2:29][N:28]3[C:32]([C:33](=[CH:39][CH:40]3[CH2:42][CH2:41]3)[C:34]#[N:35])=[O:36])[N:9]=[C:10]([C:11]3[CH:16]=[CH:15][C:14]([O:17][C:18]4[C:23]([F:24])=[CH:22][CH:21]=[CH:20][C:19]=4[F:25])=[CH:13][CH:12]=3)[C:3]=12. The yield is 0.230. (9) The reactants are [C:1]([CH2:3][P:4](=[O:11])([O:8][CH2:9][CH3:10])[O:5][CH2:6][CH3:7])#[N:2].[CH3:12][Si:13]([N-][Si:13]([CH3:15])([CH3:14])[CH3:12])([CH3:15])[CH3:14].[Na+].Br[CH2:23][C:24]([CH3:41])=[CH:25][CH2:26][C:27]1[C:35]([OH:36])=[C:34]2[C:30]([CH2:31][O:32][C:33]2=[O:37])=[C:29]([CH3:38])[C:28]=1[O:39][CH3:40].[Cl-].[NH4+].[CH2:44]1[CH2:48]OCC1. No catalyst specified. The product is [CH2:6]([O:5][P:4]([CH:3]([C:1]#[N:2])[CH2:23][C:24]([CH3:41])=[CH:25][CH2:26][C:27]1[C:35]([O:36][CH2:48][CH2:44][Si:13]([CH3:15])([CH3:14])[CH3:12])=[C:34]2[C:30](=[C:29]([CH3:38])[C:28]=1[O:39][CH3:40])[CH2:31][O:32][C:33]2=[O:37])(=[O:11])[O:8][CH2:9][CH3:10])[CH3:7]. The yield is 0.900.